From a dataset of Full USPTO retrosynthesis dataset with 1.9M reactions from patents (1976-2016). Predict the reactants needed to synthesize the given product. Given the product [NH2:21][C:22]1[N:31]=[C:30]([C:32]([N:34]2[CH2:35][C:36]3[C:41](=[CH:40][CH:39]=[CH:38][CH:37]=3)[CH2:42]2)=[O:33])[C:29]2[C:24](=[CH:25][CH:26]=[C:27]([C:2]3[CH:13]=[CH:12][CH:11]=[CH:10][C:3]=3[CH2:4][NH:5][CH2:6][CH:7]3[CH2:9][CH2:8]3)[CH:28]=2)[N:23]=1, predict the reactants needed to synthesize it. The reactants are: Br[C:2]1[CH:13]=[CH:12][CH:11]=[CH:10][C:3]=1[CH2:4][NH:5][CH2:6][CH:7]1[CH2:9][CH2:8]1.C(=O)([O-])[O-].[K+].[K+].O.[NH2:21][C:22]1[N:31]=[C:30]([C:32]([N:34]2[CH2:42][C:41]3[C:36](=[CH:37][CH:38]=[CH:39][CH:40]=3)[CH2:35]2)=[O:33])[C:29]2[C:24](=[CH:25][CH:26]=[C:27](B3OC(C)(C)C(C)(C)O3)[CH:28]=2)[N:23]=1.